Dataset: Catalyst prediction with 721,799 reactions and 888 catalyst types from USPTO. Task: Predict which catalyst facilitates the given reaction. (1) Reactant: CON(C)[C:4]([C:6]1[CH:7]=[C:8]([N+:18]([O-:20])=[O:19])[C:9]([NH:12][CH2:13][C:14]([O:16][CH3:17])=[O:15])=[N:10][CH:11]=1)=[O:5].[H-].C([Al+]CC(C)C)C(C)C.C1(C)C=CC=CC=1.CO. Product: [CH:4]([C:6]1[CH:7]=[C:8]([N+:18]([O-:20])=[O:19])[C:9]([NH:12][CH2:13][C:14]([O:16][CH3:17])=[O:15])=[N:10][CH:11]=1)=[O:5]. The catalyst class is: 7. (2) Reactant: P([O-])([O-])([O-])=O.[Na].[F:7][C:8]1[C:13]([C:14]([F:17])([F:16])[F:15])=[C:12]([F:18])[CH:11]=[CH:10][C:9]=1[C:19]1[N:20]=[C:21]([NH:24][C:25](=[O:41])[CH2:26][C:27]2[N:28]([CH3:40])[N:29]=[C:30]3[C:35]=2[C:34](=[O:36])[N:33]([CH3:37])[C:32](=[O:38])[N:31]3[CH3:39])[S:22][CH:23]=1.[P:42]([O:54][CH2:55]I)([O:49][C:50]([CH3:53])([CH3:52])[CH3:51])([O:44][C:45]([CH3:48])([CH3:47])[CH3:46])=[O:43]. Product: [P:42]([O:54][CH2:55][N:20]1[C:19]([C:9]2[CH:10]=[CH:11][C:12]([F:18])=[C:13]([C:14]([F:17])([F:16])[F:15])[C:8]=2[F:7])=[CH:23][S:22][C:21]1=[N:24][C:25](=[O:41])[CH2:26][C:27]1[N:28]([CH3:40])[N:29]=[C:30]2[C:35]=1[C:34](=[O:36])[N:33]([CH3:37])[C:32](=[O:38])[N:31]2[CH3:39])([O:44][C:45]([CH3:48])([CH3:47])[CH3:46])([O:49][C:50]([CH3:51])([CH3:52])[CH3:53])=[O:43]. The catalyst class is: 3. (3) Reactant: [CH2:1]([O:3][C:4](=[O:16])[C:5]1[CH:10]=[CH:9][C:8](Br)=[C:7]([CH2:12][O:13][CH2:14][CH3:15])[CH:6]=1)[CH3:2].C(=O)([O-])[O-].[Na+].[Na+].B([C:26]1[CH:30]=[C:29]([CH3:31])[S:28][C:27]=1[S:32]([N:35]([C:42]1[C:46]([CH3:47])=[C:45]([CH3:48])[O:44][N:43]=1)[CH2:36][O:37][CH2:38][CH2:39][O:40][CH3:41])(=[O:34])=[O:33])(O)O.C(OCC)(=O)C. Product: [CH2:1]([O:3][C:4](=[O:16])[C:5]1[CH:10]=[CH:9][C:8]([C:26]2[CH:30]=[C:29]([CH3:31])[S:28][C:27]=2[S:32](=[O:33])(=[O:34])[N:35]([C:42]2[C:46]([CH3:47])=[C:45]([CH3:48])[O:44][N:43]=2)[CH2:36][O:37][CH2:38][CH2:39][O:40][CH3:41])=[C:7]([CH2:12][O:13][CH2:14][CH3:15])[CH:6]=1)[CH3:2]. The catalyst class is: 762. (4) Reactant: [O:1]1[C:5]2[CH:6]=[CH:7][C:8]([C:10]3[C:19]([N:20]([CH3:24])[CH:21]([CH3:23])[CH3:22])=[N:18][C:17]4[C:12](=[CH:13][CH:14]=[C:15]([C:25]([O:27]C)=[O:26])[CH:16]=4)[N:11]=3)=[CH:9][C:4]=2[CH:3]=[CH:2]1.[OH-].[Na+]. Product: [O:1]1[C:5]2[CH:6]=[CH:7][C:8]([C:10]3[C:19]([N:20]([CH3:24])[CH:21]([CH3:23])[CH3:22])=[N:18][C:17]4[C:12](=[CH:13][CH:14]=[C:15]([C:25]([OH:27])=[O:26])[CH:16]=4)[N:11]=3)=[CH:9][C:4]=2[CH:3]=[CH:2]1. The catalyst class is: 5. (5) Reactant: Br[C:2]1[S:3][C:4]([Br:10])=[CH:5][C:6]=1[C:7]([OH:9])=[O:8].C([O-])([O-])=O.[K+].[K+].[O:17]1[CH:21]=[CH:20][C:19](B(O)O)=[CH:18]1.Cl. Product: [Br:10][C:4]1[S:3][C:2]([C:19]2[CH:20]=[CH:21][O:17][CH:18]=2)=[C:6]([C:7]([OH:9])=[O:8])[CH:5]=1. The catalyst class is: 70.